Dataset: TCR-epitope binding with 47,182 pairs between 192 epitopes and 23,139 TCRs. Task: Binary Classification. Given a T-cell receptor sequence (or CDR3 region) and an epitope sequence, predict whether binding occurs between them. (1) The epitope is FLNGSCGSV. The TCR CDR3 sequence is CASSYTGGGTEAFF. Result: 1 (the TCR binds to the epitope). (2) The epitope is FLNGSCGSV. The TCR CDR3 sequence is CASSLGGTEAFF. Result: 1 (the TCR binds to the epitope). (3) The epitope is SFHSLHLLF. The TCR CDR3 sequence is CASIEDRTPEAFF. Result: 1 (the TCR binds to the epitope). (4) The epitope is LLLGIGILV. The TCR CDR3 sequence is CASSQDLRTANYGYTF. Result: 0 (the TCR does not bind to the epitope). (5) The TCR CDR3 sequence is CAYQEVNTGELFF. The epitope is YLQPRTFLL. Result: 1 (the TCR binds to the epitope).